The task is: Predict which catalyst facilitates the given reaction.. This data is from Catalyst prediction with 721,799 reactions and 888 catalyst types from USPTO. Reactant: [Na+].[Na+].C([O:5][CH2:6][C:7]1[CH:15]=[CH:14][CH:13]=[C:9]([C:10]([O-:12])=[O:11])[C:8]=1[C:16]([O-:18])=[O:17])C.[Mn]([O-])(=O)(=O)=[O:20].[K+]. Product: [C:6]([OH:5])(=[O:20])[C:7]1[CH:15]=[CH:14][CH:13]=[C:9]([C:10]([OH:12])=[O:11])[C:8]=1[C:16]([OH:18])=[O:17]. The catalyst class is: 6.